This data is from Reaction yield outcomes from USPTO patents with 853,638 reactions. The task is: Predict the reaction yield, written as a fraction of the theoretical maximum amount of product (1.0 means a 100% yield; for example, 0.34 means a 34% yield). (1) The reactants are [H-].[H-].[H-].[H-].[Li+].[Al+3].[O:7]([CH2:14][CH2:15][O:16][CH:17]1[CH2:22][CH2:21][CH:20]([C:23](OCC)=[O:24])[CH2:19][CH2:18]1)[C:8]1[CH:13]=[CH:12][CH:11]=[CH:10][CH:9]=1.[F-].[K+]. The catalyst is C1COCC1. The product is [O:7]([CH2:14][CH2:15][O:16][C@@H:17]1[CH2:22][CH2:21][C@H:20]([CH2:23][OH:24])[CH2:19][CH2:18]1)[C:8]1[CH:13]=[CH:12][CH:11]=[CH:10][CH:9]=1. The yield is 0.170. (2) The reactants are [NH:1]1[CH2:6][CH2:5][CH:4]([C:7]([C:9]2[CH:14]=[CH:13][CH:12]=[C:11]([C:15]([F:18])([F:17])[F:16])[CH:10]=2)=[O:8])[CH2:3][CH2:2]1.[C:19]1([C:25]2[NH:26][C:27]([CH:30]=O)=[CH:28][N:29]=2)[CH:24]=[CH:23][CH:22]=[CH:21][CH:20]=1. The catalyst is C(Cl)Cl. The product is [C:19]1([C:25]2[NH:26][C:27]([CH2:30][N:1]3[CH2:2][CH2:3][CH:4]([C:7]([C:9]4[CH:14]=[CH:13][CH:12]=[C:11]([C:15]([F:16])([F:17])[F:18])[CH:10]=4)=[O:8])[CH2:5][CH2:6]3)=[CH:28][N:29]=2)[CH:20]=[CH:21][CH:22]=[CH:23][CH:24]=1. The yield is 0.540. (3) The reactants are Br[C:2]1[CH:3]=[C:4]([N:22]([CH2:29][CH3:30])[CH:23]2[CH2:28][CH2:27][O:26][CH2:25][CH2:24]2)[C:5]([CH3:21])=[C:6]([CH:20]=1)[C:7]([NH:9][CH2:10][C:11]1[C:12](=[O:19])[NH:13][C:14]([CH3:18])=[CH:15][C:16]=1[CH3:17])=[O:8].[F:31][C:32]1[CH:33]=[C:34](B(O)O)[CH:35]=[CH:36][C:37]=1[CH:38]=[O:39].C([O-])([O-])=O.[Na+].[Na+]. The catalyst is O1CCOCC1.O.C1C=CC([P]([Pd]([P](C2C=CC=CC=2)(C2C=CC=CC=2)C2C=CC=CC=2)([P](C2C=CC=CC=2)(C2C=CC=CC=2)C2C=CC=CC=2)[P](C2C=CC=CC=2)(C2C=CC=CC=2)C2C=CC=CC=2)(C2C=CC=CC=2)C2C=CC=CC=2)=CC=1. The product is [CH3:17][C:16]1[CH:15]=[C:14]([CH3:18])[NH:13][C:12](=[O:19])[C:11]=1[CH2:10][NH:9][C:7]([C:6]1[CH:20]=[C:2]([C:34]2[CH:35]=[CH:36][C:37]([CH:38]=[O:39])=[C:32]([F:31])[CH:33]=2)[CH:3]=[C:4]([N:22]([CH2:29][CH3:30])[CH:23]2[CH2:28][CH2:27][O:26][CH2:25][CH2:24]2)[C:5]=1[CH3:21])=[O:8]. The yield is 0.880. (4) The reactants are Br[C:2]1[CH:28]=[CH:27][C:5]([C:6]([N:8]2[CH2:13][CH2:12][C:11]([CH2:15][N:16]3[C:21](=[O:22])[C:20]4[CH:23]=[N:24][N:25]([CH3:26])[C:19]=4[N:18]=[CH:17]3)([OH:14])[CH2:10][CH2:9]2)=[O:7])=[CH:4][CH:3]=1.[CH2:29]1[C:38]2[C:33](=[CH:34][CH:35]=[CH:36][CH:37]=2)[CH2:32][CH2:31][NH:30]1.C(=O)([O-])[O-].[Cs+].[Cs+]. No catalyst specified. The product is [CH2:29]1[C:38]2[C:33](=[CH:34][CH:35]=[CH:36][CH:37]=2)[CH2:32][CH2:31][N:30]1[C:2]1[CH:28]=[CH:27][C:5]([C:6]([N:8]2[CH2:13][CH2:12][C:11]([CH2:15][N:16]3[C:21](=[O:22])[C:20]4[CH:23]=[N:24][N:25]([CH3:26])[C:19]=4[N:18]=[CH:17]3)([OH:14])[CH2:10][CH2:9]2)=[O:7])=[CH:4][CH:3]=1. The yield is 0.150. (5) The reactants are S([N:11]1[C:15]2[N:16]=[CH:17][C:18]3[N:19]([C:20]([C@@H:23]4[CH2:28][CH2:27][CH2:26][N:25]([C:29]([O:31][C:32]([CH3:35])([CH3:34])[CH3:33])=[O:30])[CH2:24]4)=[N:21][CH:22]=3)[C:14]=2[CH:13]=[CH:12]1)(C1C=CC(C)=CC=1)(=O)=O.[OH-].[Na+].CCOC(C)=O.[NH4+].[Cl-]. The catalyst is O1CCOCC1. The product is [C:20]1([C@@H:23]2[CH2:28][CH2:27][CH2:26][N:25]([C:29]([O:31][C:32]([CH3:35])([CH3:34])[CH3:33])=[O:30])[CH2:24]2)[N:19]2[C:14]3[CH:13]=[CH:12][NH:11][C:15]=3[N:16]=[CH:17][C:18]2=[CH:22][N:21]=1. The yield is 0.920. (6) The reactants are [CH:1]1([N:5]2[CH2:10][CH2:9][N:8]([C:11]([C:13]3[CH:14]=[C:15]4[C:19](=[CH:20][CH:21]=3)[NH:18][C:17]([C:22]([N:24]3[CH2:29][CH2:28][C:27]([F:31])([F:30])[CH2:26][CH2:25]3)=[O:23])=[CH:16]4)=[O:12])[CH2:7][CH2:6]2)[CH2:4][CH2:3][CH2:2]1.[O:32]1[CH2:37][CH2:36][N:35]([C:38]2[CH:43]=[CH:42][C:41](B(O)O)=[CH:40][N:39]=2)[CH2:34][CH2:33]1.N1C=CC=CC=1. The catalyst is ClCCl.C([O-])(=O)C.[Cu+2].C([O-])(=O)C. The product is [CH:1]1([N:5]2[CH2:6][CH2:7][N:8]([C:11]([C:13]3[CH:14]=[C:15]4[C:19](=[CH:20][CH:21]=3)[N:18]([C:41]3[CH:40]=[N:39][C:38]([N:35]5[CH2:34][CH2:33][O:32][CH2:37][CH2:36]5)=[CH:43][CH:42]=3)[C:17]([C:22]([N:24]3[CH2:25][CH2:26][C:27]([F:30])([F:31])[CH2:28][CH2:29]3)=[O:23])=[CH:16]4)=[O:12])[CH2:9][CH2:10]2)[CH2:2][CH2:3][CH2:4]1. The yield is 0.290. (7) The reactants are [C:1]1([C:7]2[CH:12]=[C:11]([C:13]3[CH:18]=[CH:17][CH:16]=[CH:15][CH:14]=3)[N:10]=[C:9]([O:19][CH2:20][CH2:21][CH2:22][CH2:23][C:24]([C:27]3[N:28]=[N:29][N:30]([CH2:32][CH2:33][CH2:34][CH2:35][C:36]([O:38]CC)=[O:37])[N:31]=3)([CH3:26])[CH3:25])[CH:8]=2)[CH:6]=[CH:5][CH:4]=[CH:3][CH:2]=1.[Li+].[OH-]. The catalyst is C1COCC1. The product is [C:1]1([C:7]2[CH:12]=[C:11]([C:13]3[CH:14]=[CH:15][CH:16]=[CH:17][CH:18]=3)[N:10]=[C:9]([O:19][CH2:20][CH2:21][CH2:22][CH2:23][C:24]([C:27]3[N:28]=[N:29][N:30]([CH2:32][CH2:33][CH2:34][CH2:35][C:36]([OH:38])=[O:37])[N:31]=3)([CH3:26])[CH3:25])[CH:8]=2)[CH:2]=[CH:3][CH:4]=[CH:5][CH:6]=1. The yield is 0.948.